This data is from Forward reaction prediction with 1.9M reactions from USPTO patents (1976-2016). The task is: Predict the product of the given reaction. (1) Given the reactants [Cl:1][C:2]1[N:7]=[C:6](Cl)[C:5]([N+:9]([O-:11])=[O:10])=[C:4]([CH3:12])[N:3]=1.[CH:13]1([O:18][C:19]2[CH:20]=[C:21]([CH:24]=[CH:25][C:26]=2[O:27][CH3:28])[CH2:22][NH2:23])[CH2:17][CH2:16][CH2:15][CH2:14]1.C(N(CC)CC)C, predict the reaction product. The product is: [Cl:1][C:2]1[N:7]=[C:6]([NH:23][CH2:22][C:21]2[CH:24]=[CH:25][C:26]([O:27][CH3:28])=[C:19]([O:18][CH:13]3[CH2:17][CH2:16][CH2:15][CH2:14]3)[CH:20]=2)[C:5]([N+:9]([O-:11])=[O:10])=[C:4]([CH3:12])[N:3]=1. (2) The product is: [C:31]([C:28]1[CH:29]=[CH:30][C:25]([CH2:24][C:7]23[CH2:20][CH2:21][CH2:22][CH2:23][C:6]2([CH2:5][C:4]([OH:33])=[O:3])[N:10]([C:11]2[CH:12]=[C:13]([Cl:18])[CH:14]=[C:15]([Cl:17])[CH:16]=2)[C:9](=[O:19])[NH:8]3)=[CH:26][CH:27]=1)#[N:32]. Given the reactants C([O:3][C:4](=[O:33])[CH2:5][C:6]12[CH2:23][CH2:22][CH2:21][CH2:20][C:7]1([CH2:24][C:25]1[CH:30]=[CH:29][C:28]([C:31]#[N:32])=[CH:27][CH:26]=1)[NH:8][C:9](=[O:19])[N:10]2[C:11]1[CH:16]=[C:15]([Cl:17])[CH:14]=[C:13]([Cl:18])[CH:12]=1)C.[Li+].[OH-].Cl, predict the reaction product. (3) The product is: [C:20]([O:24][C:25](=[O:26])[NH:19][C:3]1[CH:4]=[CH:5][C:6]([O:8][Si:9]([CH:13]([CH3:15])[CH3:14])([CH:16]([CH3:18])[CH3:17])[CH:10]([CH3:11])[CH3:12])=[CH:7][C:2]=1[F:1])([CH3:23])([CH3:22])[CH3:21]. Given the reactants [F:1][C:2]1[CH:7]=[C:6]([O:8][Si:9]([CH:16]([CH3:18])[CH3:17])([CH:13]([CH3:15])[CH3:14])[CH:10]([CH3:12])[CH3:11])[CH:5]=[CH:4][C:3]=1[NH2:19].[C:20]([O:24][C:25](O[C:25]([O:24][C:20]([CH3:23])([CH3:22])[CH3:21])=[O:26])=[O:26])([CH3:23])([CH3:22])[CH3:21], predict the reaction product. (4) Given the reactants CC(C)(C)C([O:5][CH2:6][C:7]1[CH:12]=[CH:11][C:10]([C:13]2[CH:18]=[C:17]([O:19][CH3:20])[CH:16]=[CH:15][C:14]=2[F:21])=[C:9]([C:22]2[N:26]([CH:27]([CH3:29])[CH3:28])[CH:25]=[N:24][N:23]=2)[CH:8]=1)=O, predict the reaction product. The product is: [F:21][C:14]1[CH:15]=[CH:16][C:17]([O:19][CH3:20])=[CH:18][C:13]=1[C:10]1[CH:11]=[CH:12][C:7]([CH2:6][OH:5])=[CH:8][C:9]=1[C:22]1[N:26]([CH:27]([CH3:29])[CH3:28])[CH:25]=[N:24][N:23]=1. (5) Given the reactants [CH:1]1([CH:7]=[O:8])[CH2:6][CH2:5][CH2:4][CH2:3][CH2:2]1.[CH:9]([Mg]Br)=[CH2:10].[Cl-].[NH4+], predict the reaction product. The product is: [CH:1]1([CH:7]([OH:8])[CH:9]=[CH2:10])[CH2:6][CH2:5][CH2:4][CH2:3][CH2:2]1. (6) Given the reactants FC(F)(F)S(O[C:7]1[C:15]2[C:10](=[CH:11][N:12]=[CH:13][CH:14]=2)[O:9][C:8]=1[C:16]1[N:21]=[CH:20][C:19]([CH2:22][CH2:23][CH2:24][O:25][Si:26]([C:29]([CH3:32])([CH3:31])[CH3:30])([CH3:28])[CH3:27])=[CH:18][N:17]=1)(=O)=O.[NH2:35][C:36]1[CH:44]=[CH:43][C:42]([Cl:45])=[C:41]2[C:37]=1[CH:38]=[N:39][N:40]2[C:46]([O:48][C:49]([CH3:52])([CH3:51])[CH3:50])=[O:47].CC1(C)C2C(=C(P(C3C=CC=CC=3)C3C=CC=CC=3)C=CC=2)OC2C(P(C3C=CC=CC=3)C3C=CC=CC=3)=CC=CC1=2.[O-]P([O-])([O-])=O.[K+].[K+].[K+], predict the reaction product. The product is: [Si:26]([O:25][CH2:24][CH2:23][CH2:22][C:19]1[CH:20]=[N:21][C:16]([C:8]2[O:9][C:10]3=[CH:11][N:12]=[CH:13][CH:14]=[C:15]3[C:7]=2[NH:35][C:36]2[CH:44]=[CH:43][C:42]([Cl:45])=[C:41]3[C:37]=2[CH:38]=[N:39][N:40]3[C:46]([O:48][C:49]([CH3:52])([CH3:51])[CH3:50])=[O:47])=[N:17][CH:18]=1)([C:29]([CH3:30])([CH3:31])[CH3:32])([CH3:27])[CH3:28]. (7) Given the reactants O1CCCC1.CO.[C:8]([C:12]1[C:13]([O:32]C)=[C:14]([C:19]([CH3:31])=[C:20]([C:22](=[O:30])[C:23]2[CH:28]=[CH:27][C:26]([CH3:29])=[CH:25][CH:24]=2)[CH:21]=1)[C:15]([O:17]C)=[O:16])([CH3:11])([CH3:10])[CH3:9], predict the reaction product. The product is: [C:8]([C:12]1[C:13]([OH:32])=[C:14]([C:19]([CH3:31])=[C:20]([C:22](=[O:30])[C:23]2[CH:24]=[CH:25][C:26]([CH3:29])=[CH:27][CH:28]=2)[CH:21]=1)[C:15]([OH:17])=[O:16])([CH3:11])([CH3:10])[CH3:9]. (8) Given the reactants [CH3:1][SiH:2]1[O:9][SiH:8]([CH3:10])[O:7][SiH:6]([CH3:11])[O:5][SiH:4]([CH3:12])[O:3]1.[OH:13][CH2:14][CH2:15][O:16][C:17]([CH:19]1[CH2:24][CH:23]2[CH2:25][CH:20]1[CH:21]=[CH:22]2)=[O:18].C1C=CC=CC=1, predict the reaction product. The product is: [CH:20]12[CH2:25][CH:23]([CH:22]=[CH:21]1)[CH2:24][CH:19]2[C:17]([O:16][CH2:15][CH2:14][O:13][Si:8]1([CH3:10])[O:9][SiH:2]([CH3:1])[O:3][SiH:4]([CH3:12])[O:5][SiH:6]([CH3:11])[O:7]1)=[O:18].